This data is from Catalyst prediction with 721,799 reactions and 888 catalyst types from USPTO. The task is: Predict which catalyst facilitates the given reaction. (1) Reactant: [F:1][C:2]([F:23])([F:22])[C:3]1[C:11]2[CH2:10][CH2:9][CH2:8][CH2:7][C:6]=2[N:5]([CH2:12][C:13]2[CH:14]=[C:15]([CH:19]=[CH:20][CH:21]=2)[C:16]([OH:18])=O)[N:4]=1.CN(C=O)C.[Cl:29][C:30]1[CH:31]=[C:32]([CH:34]=[CH:35][CH:36]=1)[NH2:33].CN(C(ON1N=NC2C=CC=NC1=2)=[N+](C)C)C.F[P-](F)(F)(F)(F)F.CCN(C(C)C)C(C)C.C(=O)([O-])O.[Na+]. The catalyst class is: 13. Product: [Cl:29][C:30]1[CH:31]=[C:32]([NH:33][C:16](=[O:18])[C:15]2[CH:19]=[CH:20][CH:21]=[C:13]([CH2:12][N:5]3[C:6]4[CH2:7][CH2:8][CH2:9][CH2:10][C:11]=4[C:3]([C:2]([F:1])([F:23])[F:22])=[N:4]3)[CH:14]=2)[CH:34]=[CH:35][CH:36]=1. (2) Reactant: [NH2:1][C:2]1[CH:7]=[C:6]([S:8]([C:10]([F:13])([F:12])[F:11])=[O:9])[CH:5]=[CH:4][C:3]=1[OH:14].[CH2:15]([S:17]([C:20]1[C:21]([C:26](Cl)=[O:27])=[N:22][CH:23]=[CH:24][CH:25]=1)(=[O:19])=[O:18])[CH3:16]. Product: [CH2:15]([S:17]([C:20]1[C:21]([C:26]([NH:1][C:2]2[CH:7]=[C:6]([S:8]([C:10]([F:13])([F:11])[F:12])=[O:9])[CH:5]=[CH:4][C:3]=2[OH:14])=[O:27])=[N:22][CH:23]=[CH:24][CH:25]=1)(=[O:18])=[O:19])[CH3:16]. The catalyst class is: 1.